Predict the reactants needed to synthesize the given product. From a dataset of Retrosynthesis with 50K atom-mapped reactions and 10 reaction types from USPTO. (1) Given the product CS(=O)(=O)c1ccc(-c2nc3cc(Br)ccc3[nH]2)c(F)c1, predict the reactants needed to synthesize it. The reactants are: CS(=O)(=O)c1ccc(C(=O)O)c(F)c1.Nc1ccc(Br)cc1N. (2) Given the product Clc1ccc2c(c1)C(c1ccccc1)Nc1nncn1-2, predict the reactants needed to synthesize it. The reactants are: Clc1ccc2c(c1)c(-c1ccccc1)nc1nncn12. (3) Given the product CCOC(=O)C(C)(C)Oc1ccc(CN(Cc2ccc(C(F)(F)F)cc2)c2cccc(-c3ccc(C(F)(F)F)cc3)n2)cc1C, predict the reactants needed to synthesize it. The reactants are: CCOC(=O)C(C)(C)Oc1ccc(CNCc2ccc(C(F)(F)F)cc2)cc1C.FC(F)(F)c1ccc(-c2cccc(Br)n2)cc1. (4) Given the product COCCOCCOCCOc1cc(Nc2nccc(Oc3ccc(NC(=O)Nc4cc(C(C)(C)C)cc(Nc5ncccn5)c4OC)c4ccccc34)n2)cc(OC)c1, predict the reactants needed to synthesize it. The reactants are: COCCOCCOCCOc1cc(Nc2nccc(Oc3ccc(NC(=O)Nc4cc(C(C)(C)C)cc(N)c4OC)c4ccccc34)n2)cc(OC)c1.Clc1ncccn1. (5) The reactants are: Cc1ccnc(N2CC3CNCC3C2)n1.O=C(O)c1ccccc1-c1cccc(F)c1. Given the product Cc1ccnc(N2CC3CN(C(=O)c4ccccc4-c4cccc(F)c4)CC3C2)n1, predict the reactants needed to synthesize it.